Dataset: Full USPTO retrosynthesis dataset with 1.9M reactions from patents (1976-2016). Task: Predict the reactants needed to synthesize the given product. (1) Given the product [Br:1][C:2]1[CH:3]=[C:4]2[C:5]([CH:8]=[CH:12][NH:9]2)=[CH:6][CH:7]=1, predict the reactants needed to synthesize it. The reactants are: [Br:1][C:2]1[CH:7]=[CH:6][C:5]([CH3:8])=[C:4]([N+:9]([O-])=O)[CH:3]=1.[CH3:12]OC(OC)N(C)C.N1CCCC1. (2) Given the product [NH2:32][C:23]1[C:22]2[N:21]=[C:20]([CH2:33][CH2:34][CH2:35][CH3:36])[N:19]([CH2:18][CH2:17][CH2:16][CH2:15][NH:14][S:10]([C:7]3[CH:8]=[CH:9][C:4]([N+:1]([O-:3])=[O:2])=[CH:5][CH:6]=3)(=[O:12])=[O:11])[C:31]=2[C:30]2[CH:29]=[CH:28][CH:27]=[CH:26][C:25]=2[N:24]=1, predict the reactants needed to synthesize it. The reactants are: [N+:1]([C:4]1[CH:9]=[CH:8][C:7]([S:10](Cl)(=[O:12])=[O:11])=[CH:6][CH:5]=1)([O-:3])=[O:2].[NH2:14][CH2:15][CH2:16][CH2:17][CH2:18][N:19]1[C:31]2[C:30]3[CH:29]=[CH:28][CH:27]=[CH:26][C:25]=3[N:24]=[C:23]([NH2:32])[C:22]=2[N:21]=[C:20]1[CH2:33][CH2:34][CH2:35][CH3:36]. (3) The reactants are: [CH3:1][S:2][C:3]1[CH:10]=[C:7]([CH:8]=O)[C:6]([OH:11])=[CH:5][CH:4]=1.CN(C)C=O.C(=O)([O-])[O-].[K+].[K+].[F:23][C:24]([F:33])([F:32])/[CH:25]=[CH:26]/[C:27]([O:29][CH2:30][CH3:31])=[O:28]. Given the product [CH3:1][S:2][C:3]1[CH:4]=[CH:5][C:6]2[O:11][CH:25]([C:24]([F:23])([F:33])[F:32])[C:26]([C:27]([O:29][CH2:30][CH3:31])=[O:28])=[CH:8][C:7]=2[CH:10]=1, predict the reactants needed to synthesize it.